From a dataset of Catalyst prediction with 721,799 reactions and 888 catalyst types from USPTO. Predict which catalyst facilitates the given reaction. (1) Reactant: [OH:1][CH2:2][CH2:3][NH:4][C:5]([C:7]1[CH:31]=[CH:30][C:10]2[N:11]([CH3:29])[C:12]([NH:14][C:15]3[S:16][C:17]4[CH:23]=[C:22]([O:24][C:25]([F:28])([F:27])[F:26])[CH:21]=[CH:20][C:18]=4[N:19]=3)=[N:13][C:9]=2[CH:8]=1)=[O:6].[O:32]1[C:34]([CH3:36])([CH3:35])[CH2:33]1.[OH-].[K+]. Product: [OH:32][C:34]([CH3:36])([CH3:35])[CH2:33][O:1][CH2:2][CH2:3][NH:4][C:5]([C:7]1[CH:31]=[CH:30][C:10]2[N:11]([CH3:29])[C:12]([NH:14][C:15]3[S:16][C:17]4[CH:23]=[C:22]([O:24][C:25]([F:26])([F:27])[F:28])[CH:21]=[CH:20][C:18]=4[N:19]=3)=[N:13][C:9]=2[CH:8]=1)=[O:6]. The catalyst class is: 3. (2) Reactant: [CH3:1][CH:2]([CH2:4][CH:5]1[C:18](=O)[CH2:17][CH:16]2[N:7]([CH2:8][CH2:9][C:10]3[C:15]2=[CH:14][C:13]([O:20][CH3:21])=[C:12]([O:22][CH3:23])[CH:11]=3)[CH2:6]1)[CH3:3].Cl.NO.[N:27]1C=CC=CC=1. Product: [CH2:4]([CH:5]1[CH2:6][N:7]2[CH2:8][CH2:9][C:10]3[C:15]([CH:16]2[CH2:17][CH:18]1[NH2:27])=[CH:14][C:13]([O:20][CH3:21])=[C:12]([O:22][CH3:23])[CH:11]=3)[CH:2]([CH3:3])[CH3:1]. The catalyst class is: 8. (3) Reactant: [Br:1][C:2]1[C:6]2[C:7](=[O:11])[NH:8][CH:9]=[CH:10][C:5]=2[NH:4][CH:3]=1.[H-].[Na+].Br[CH:15]([CH2:18][CH3:19])[CH2:16][CH3:17]. Product: [Br:1][C:2]1[C:6]2[C:7](=[O:11])[NH:8][CH:9]=[CH:10][C:5]=2[N:4]([CH:15]([CH2:18][CH3:19])[CH2:16][CH3:17])[CH:3]=1. The catalyst class is: 3.